This data is from Full USPTO retrosynthesis dataset with 1.9M reactions from patents (1976-2016). The task is: Predict the reactants needed to synthesize the given product. (1) Given the product [Br:25][CH2:16][C:13]1[CH:14]=[CH:15][C:10]2[O:9][C:8]([CH3:23])([C:17]3[CH:18]=[CH:19][CH:20]=[CH:21][CH:22]=3)[C:7](=[O:24])[N:6]([CH2:5][CH2:4][CH2:3][O:2][CH3:1])[C:11]=2[CH:12]=1, predict the reactants needed to synthesize it. The reactants are: [CH3:1][O:2][CH2:3][CH2:4][CH2:5][N:6]1[C:11]2[CH:12]=[C:13]([CH3:16])[CH:14]=[CH:15][C:10]=2[O:9][C:8]([CH3:23])([C:17]2[CH:22]=[CH:21][CH:20]=[CH:19][CH:18]=2)[C:7]1=[O:24].[Br:25]N1C(=O)CCC1=O.N(C(C)(C)C#N)=NC(C)(C)C#N.C(OOC(=O)C1C=CC=CC=1)(=O)C1C=CC=CC=1. (2) Given the product [ClH:33].[C:1]([C:4]1[CH:9]=[C:8]([O:10][C:11]2[CH:16]=[CH:15][C:14]([NH:17][C:18]3[C:23]([C:24]([NH:38][C:37]4[CH:39]=[CH:40][C:41]([F:43])=[CH:42][C:36]=4[F:35])=[O:25])=[CH:22][N:21]=[C:20]([S:27][CH3:28])[N:19]=3)=[CH:13][C:12]=2[F:29])[CH:7]=[CH:6][N:5]=1)(=[O:3])[NH2:2], predict the reactants needed to synthesize it. The reactants are: [C:1]([C:4]1[CH:9]=[C:8]([O:10][C:11]2[CH:16]=[CH:15][C:14]([NH:17][C:18]3[C:23]([C:24]([O-])=[O:25])=[CH:22][N:21]=[C:20]([S:27][CH3:28])[N:19]=3)=[CH:13][C:12]=2[F:29])[CH:7]=[CH:6][N:5]=1)(=[O:3])[NH2:2].[Na+].S(Cl)([Cl:33])=O.[F:35][C:36]1[CH:42]=[C:41]([F:43])[CH:40]=[CH:39][C:37]=1[NH2:38].Cl. (3) Given the product [OH:9][CH2:8][CH2:7][N:1]1[CH2:6][CH2:5][N:4]([C:11]2[CH:12]=[C:13]([CH:16]=[CH:17][CH:18]=2)[C:14]#[N:15])[CH2:3][CH2:2]1, predict the reactants needed to synthesize it. The reactants are: [N:1]1([CH2:7][CH2:8][OH:9])[CH2:6][CH2:5][NH:4][CH2:3][CH2:2]1.F[C:11]1[CH:12]=[C:13]([CH:16]=[CH:17][CH:18]=1)[C:14]#[N:15].O. (4) The reactants are: [CH2:1]([NH:3][C:4]1[CH:9]=[CH:8][N:7]=[CH:6][C:5]=1[N+:10]([O-:12])=[O:11])[CH3:2].C([O-])(=O)C.[Na+].[Br:18]Br. Given the product [CH2:1]([NH:3][C:4]1[C:5]([N+:10]([O-:12])=[O:11])=[CH:6][N:7]=[CH:8][C:9]=1[Br:18])[CH3:2], predict the reactants needed to synthesize it. (5) The reactants are: Cl[C:2]1[C:7]([C:8]#[N:9])=[C:6]([NH:10][CH2:11][CH2:12][OH:13])[N:5]=[C:4]([NH:14][CH2:15][CH2:16][OH:17])[N:3]=1.Cl.[F:19][C:20]1[CH:25]=[CH:24][C:23]([C:26]2[CH2:27][CH2:28][NH:29][CH2:30][CH:31]=2)=[CH:22][CH:21]=1.C(N(C(C)C)C(C)C)C. Given the product [F:19][C:20]1[CH:25]=[CH:24][C:23]([C:26]2[CH2:31][CH2:30][N:29]([C:2]3[C:7]([C:8]#[N:9])=[C:6]([NH:10][CH2:11][CH2:12][OH:13])[N:5]=[C:4]([NH:14][CH2:15][CH2:16][OH:17])[N:3]=3)[CH2:28][CH:27]=2)=[CH:22][CH:21]=1, predict the reactants needed to synthesize it. (6) Given the product [NH2:8][C:7]1[CH:9]=[C:10]([CH3:11])[NH:12][C:13]=1[C:19]([O:21][CH2:22][CH3:23])=[O:20], predict the reactants needed to synthesize it. The reactants are: CC(C)([O-])C.[K+].[C:7]([CH:9]=[C:10]([NH:12][CH:13]([C:19]([O:21][CH2:22][CH3:23])=[O:20])C(OCC)=O)[CH3:11])#[N:8].Cl.C(=O)([O-])O.[Na+].